From a dataset of Forward reaction prediction with 1.9M reactions from USPTO patents (1976-2016). Predict the product of the given reaction. (1) The product is: [F:16][C:14]([F:15])([F:17])[C:11]1([NH:18][CH2:19][C:20]2[CH:21]=[CH:22][C:23]3[S:28][CH2:27][C:26](=[O:29])[NH:25][C:24]=3[CH:30]=2)[CH2:12][CH2:13][NH:8][CH2:9][CH2:10]1. Given the reactants C(OC([N:8]1[CH2:13][CH2:12][C:11]([NH:18][CH2:19][C:20]2[CH:21]=[CH:22][C:23]3[S:28][CH2:27][C:26](=[O:29])[NH:25][C:24]=3[CH:30]=2)([C:14]([F:17])([F:16])[F:15])[CH2:10][CH2:9]1)=O)(C)(C)C.C(O)(C(F)(F)F)=O.C(Cl)Cl, predict the reaction product. (2) Given the reactants [OH:1][C@H:2]1[CH2:7][CH2:6][C@H:5]([NH:8][C:9]2[CH:10]=[CH:11][C:12]3[N:13]([C:15]([C:18]4[CH:19]=[C:20]([CH:25]=[CH:26][CH:27]=4)[C:21]([O:23]C)=[O:22])=[CH:16][N:17]=3)[N:14]=2)[CH2:4][CH2:3]1.[OH-].[Na+], predict the reaction product. The product is: [OH:1][C@H:2]1[CH2:7][CH2:6][C@H:5]([NH:8][C:9]2[CH:10]=[CH:11][C:12]3[N:13]([C:15]([C:18]4[CH:19]=[C:20]([CH:25]=[CH:26][CH:27]=4)[C:21]([OH:23])=[O:22])=[CH:16][N:17]=3)[N:14]=2)[CH2:4][CH2:3]1. (3) Given the reactants Br[C:2]1[CH:8]=[CH:7][C:5]([NH2:6])=[CH:4][CH:3]=1.[CH3:9][N:10]1[C:14]([C:15]#[N:16])=[CH:13][CH:12]=[C:11]1B(O)O.[F-].[K+], predict the reaction product. The product is: [NH2:6][C:5]1[CH:7]=[CH:8][C:2]([C:11]2[N:10]([CH3:9])[C:14]([C:15]#[N:16])=[CH:13][CH:12]=2)=[CH:3][CH:4]=1.